From a dataset of Forward reaction prediction with 1.9M reactions from USPTO patents (1976-2016). Predict the product of the given reaction. (1) Given the reactants Br[C:2]1[CH:24]=[N:23][C:5]2[N:6]([CH3:22])[C:7](=[O:21])[N:8]([CH2:11][CH2:12][CH2:13][O:14][CH:15]3[CH2:20][CH2:19][CH2:18][CH2:17][O:16]3)[C:9](=[O:10])[C:4]=2[C:3]=1[CH:25]([C:27]1[CH:32]=[CH:31][C:30]([Cl:33])=[CH:29][CH:28]=1)[OH:26].[O-]P([O-])([O-])=O.[K+].[K+].[K+].[CH:42]([C:45]1[CH:50]=[CH:49][CH:48]=[CH:47][C:46]=1B(O)O)([CH3:44])[CH3:43], predict the reaction product. The product is: [Cl:33][C:30]1[CH:31]=[CH:32][C:27]([CH:25]([OH:26])[C:3]2[C:4]3[C:9](=[O:10])[N:8]([CH2:11][CH2:12][CH2:13][O:14][CH:15]4[CH2:20][CH2:19][CH2:18][CH2:17][O:16]4)[C:7](=[O:21])[N:6]([CH3:22])[C:5]=3[N:23]=[CH:24][C:2]=2[C:46]2[CH:47]=[CH:48][CH:49]=[CH:50][C:45]=2[CH:42]([CH3:44])[CH3:43])=[CH:28][CH:29]=1. (2) Given the reactants [CH3:1]N(C)C=O.[OH:6][CH:7]1[C:16]2[C:11](=[CH:12][CH:13]=[C:14]([OH:17])[CH:15]=2)[CH2:10][N:9]([C:18]([O:20][C:21]([CH3:24])([CH3:23])[CH3:22])=[O:19])[CH2:8]1.CI.C(=O)([O-])[O-].[K+].[K+], predict the reaction product. The product is: [OH:6][CH:7]1[C:16]2[C:11](=[CH:12][CH:13]=[C:14]([O:17][CH3:1])[CH:15]=2)[CH2:10][N:9]([C:18]([O:20][C:21]([CH3:24])([CH3:23])[CH3:22])=[O:19])[CH2:8]1. (3) Given the reactants Br[C:2]1[CH:7]=[CH:6][CH:5]=[CH:4][C:3]=1/[CH:8]=[CH:9]/[C:10]([O:12][CH2:13][CH3:14])=[O:11].[C:15]1(=[O:24])[C:23]2[C:18](=[CH:19][CH:20]=[CH:21][CH:22]=2)[CH2:17][NH:16]1.[O-]P([O-])([O-])=O.[K+].[K+].[K+].CN[C@@H]1CCCC[C@H]1NC, predict the reaction product. The product is: [O:24]=[C:15]1[C:23]2[C:18](=[CH:19][CH:20]=[CH:21][CH:22]=2)[CH2:17][N:16]1[C:2]1[CH:7]=[CH:6][CH:5]=[CH:4][C:3]=1/[CH:8]=[CH:9]/[C:10]([O:12][CH2:13][CH3:14])=[O:11]. (4) Given the reactants [Si](Cl)(Cl)(Cl)Cl.[N-:6]=[N+:7]=[N-:8].[Na+].[Br:10][C:11]1[CH:16]=[CH:15][C:14]([CH2:17][C:18]([NH2:20])=O)=[CH:13][CH:12]=1, predict the reaction product. The product is: [Br:10][C:11]1[CH:16]=[CH:15][C:14]([CH2:17][C:18]2[N:6]=[N:7][NH:8][N:20]=2)=[CH:13][CH:12]=1.